Dataset: Full USPTO retrosynthesis dataset with 1.9M reactions from patents (1976-2016). Task: Predict the reactants needed to synthesize the given product. (1) Given the product [C:60]([C@@H:32]([O:31][SiH:24]([CH3:26])[CH3:27])[C@@H:33]1[O:37][C:36]([CH3:38])([CH3:39])[O:35][CH:34]1[CH2:41][O:22][C:19]1[CH:20]=[CH:21][C:7]2[C:6](=[O:23])[C:5]3[C:4]4[C:12](=[CH:13][C:14]([Cl:15])=[C:2]([Cl:1])[CH:3]=4)[NH:11][C:10]=3[C:9]([CH3:17])([CH3:16])[C:8]=2[CH:18]=1)([CH3:66])([CH3:65])[CH3:61], predict the reactants needed to synthesize it. The reactants are: [Cl:1][C:2]1[CH:3]=[C:4]2[C:12](=[CH:13][C:14]=1[Cl:15])[NH:11][C:10]1[C:9]([CH3:17])([CH3:16])[C:8]3[CH:18]=[C:19]([OH:22])[CH:20]=[CH:21][C:7]=3[C:6](=[O:23])[C:5]2=1.[Si:24]([O:31][CH2:32][C@H:33]1[O:37][C:36]([CH3:39])([CH3:38])[O:35][C@@H:34]1O)([C:27](C)(C)C)([CH3:26])C.[C:41]1(P(C2C=CC=CC=2)C2C=CC=CC=2)C=CC=CC=1.[C:60]1([CH3:66])[CH:65]=CC=C[CH:61]=1.CCOC(/N=N/C(OCC)=O)=O. (2) Given the product [Cl:1][C:2]1[CH:10]=[CH:9][CH:8]=[C:7]2[C:3]=1[C:4]([CH:34]([C:37]1[CH:42]=[CH:41][C:40]([CH:43]([F:45])[F:44])=[CH:39][CH:38]=1)[OH:35])=[CH:5][N:6]2[C@@H:11]1[O:28][C@H:27]([CH2:29][O:30][C:31](=[O:33])[CH3:32])[C@@H:22]([O:23][C:24](=[O:26])[CH3:25])[C@H:17]([O:18][C:19](=[O:21])[CH3:20])[C@H:12]1[O:13][C:14](=[O:16])[CH3:15], predict the reactants needed to synthesize it. The reactants are: [Cl:1][C:2]1[CH:10]=[CH:9][CH:8]=[C:7]2[C:3]=1[C:4]([CH:34]=[O:35])=[CH:5][N:6]2[C@@H:11]1[O:28][C@H:27]([CH2:29][O:30][C:31](=[O:33])[CH3:32])[C@@H:22]([O:23][C:24](=[O:26])[CH3:25])[C@H:17]([O:18][C:19](=[O:21])[CH3:20])[C@H:12]1[O:13][C:14](=[O:16])[CH3:15].Br[C:37]1[CH:42]=[CH:41][C:40]([CH:43]([F:45])[F:44])=[CH:39][CH:38]=1.